Dataset: Reaction yield outcomes from USPTO patents with 853,638 reactions. Task: Predict the reaction yield, written as a fraction of the theoretical maximum amount of product (1.0 means a 100% yield; for example, 0.34 means a 34% yield). (1) The yield is 0.960. The product is [F:21][C:6]1[C:5]([CH:4]=[O:3])=[CH:10][C:9]2[NH:11][C:16](=[O:17])[CH2:15][S:14][C:8]=2[CH:7]=1. The reactants are C([O:3][C:4](=O)[C:5]1[CH:10]=[C:9]([N+:11]([O-])=O)[C:8]([S:14][CH2:15][C:16](OCC)=[O:17])=[CH:7][C:6]=1[F:21])C.C(OC(=O)C1C=C([N+]([O-])=O)C(F)=CC=1F)C.CCN(CC)CC.SCC(OCC)=O. The catalyst is C(Cl)Cl. (2) The reactants are [CH3:1][O:2][C:3]([CH:5]1[C:9](=O)[CH2:8][S:7][CH2:6]1)=[O:4].[F:11][C:12]1[CH:18]=[C:17]([I:19])[CH:16]=[CH:15][C:13]=1[NH2:14]. The catalyst is C(O)C.C(O)(=O)C. The product is [CH3:1][O:2][C:3]([CH:5]1[C:9]([NH:14][C:13]2[CH:15]=[CH:16][C:17]([I:19])=[CH:18][C:12]=2[F:11])=[CH:8][S:7][CH2:6]1)=[O:4]. The yield is 0.420. (3) The reactants are Br[C:2]1[N:3]([S:16]([C:19]2[CH:20]=[N:21][CH:22]=[CH:23][CH:24]=2)(=[O:18])=[O:17])[C:4]([C:9]2[CH:14]=[CH:13][CH:12]=[CH:11][C:10]=2[F:15])=[CH:5][C:6]=1[CH:7]=[O:8].[Cu][C:26]#[N:27]. The catalyst is O1CCOCC1.C(OCC)(=O)C.C1C=CC(/C=C/C(/C=C/C2C=CC=CC=2)=O)=CC=1.C1C=CC(/C=C/C(/C=C/C2C=CC=CC=2)=O)=CC=1.C1C=CC(/C=C/C(/C=C/C2C=CC=CC=2)=O)=CC=1.[Pd].[Pd].C1(P(C2C=CC=CC=2)[C-]2C=CC=C2)C=CC=CC=1.[C-]1(P(C2C=CC=CC=2)C2C=CC=CC=2)C=CC=C1.[Fe+2]. The product is [F:15][C:10]1[CH:11]=[CH:12][CH:13]=[CH:14][C:9]=1[C:4]1[N:3]([S:16]([C:19]2[CH:20]=[N:21][CH:22]=[CH:23][CH:24]=2)(=[O:18])=[O:17])[C:2]([C:26]#[N:27])=[C:6]([CH:7]=[O:8])[CH:5]=1. The yield is 0.570. (4) The reactants are [CH3:1][O-:2].[Na+].Cl[C:5]1[CH:10]=[C:9]([N:11]2[CH2:15][CH2:14][N:13]([C:16]3[CH:17]=[N:18][CH:19]=[CH:20][C:21]=3[CH3:22])[C:12]2=[O:23])[CH:8]=[CH:7][N:6]=1.CO. The catalyst is O1CCOCC1.C(Cl)(Cl)Cl. The product is [CH3:1][O:2][C:5]1[CH:10]=[C:9]([N:11]2[CH2:15][CH2:14][N:13]([C:16]3[CH:17]=[N:18][CH:19]=[CH:20][C:21]=3[CH3:22])[C:12]2=[O:23])[CH:8]=[CH:7][N:6]=1. The yield is 0.306. (5) The product is [C:35]([C:34]1[CH:38]=[CH:39][C:31]([NH:30][C:19]([C:17]2[S:18][C:14]([C:11]3[CH2:10][C:9]([C:4]4[CH:3]=[C:2]([Cl:1])[CH:7]=[C:6]([Cl:8])[CH:5]=4)([C:26]([F:27])([F:29])[F:28])[O:13][N:12]=3)=[C:15]3[CH2:25][CH2:24][CH2:23][CH2:22][C:16]=23)=[O:20])=[CH:32][CH:33]=1)(=[O:36])[NH2:37]. The catalyst is N1C=CC=CC=1. The yield is 0.620. The reactants are [Cl:1][C:2]1[CH:3]=[C:4]([C:9]2([C:26]([F:29])([F:28])[F:27])[O:13][N:12]=[C:11]([C:14]3[S:18][C:17]([C:19](Cl)=[O:20])=[C:16]4[CH2:22][CH2:23][CH2:24][CH2:25][C:15]=34)[CH2:10]2)[CH:5]=[C:6]([Cl:8])[CH:7]=1.[NH2:30][C:31]1[CH:39]=[CH:38][C:34]([C:35]([NH2:37])=[O:36])=[CH:33][CH:32]=1. (6) The reactants are [CH3:1][C@@H:2]([C:27]([CH3:35])([C:29]1[CH:34]=[CH:33][CH:32]=[CH:31][CH:30]=1)[CH3:28])[C:3]([NH:5][C@@H:6]([C:23]([CH3:26])([CH3:25])[CH3:24])[C:7]([N:9]([CH3:22])[C@@H:10]([CH:19]([CH3:21])[CH3:20])/[CH:11]=[C:12](\[CH3:18])/[C:13]([O:15]CC)=[O:14])=[O:8])=[O:4].O1CCCC1.O.[OH-].[Li+].Cl. The catalyst is CO.O. The product is [CH3:1][C@@H:2]([C:27]([CH3:35])([C:29]1[CH:34]=[CH:33][CH:32]=[CH:31][CH:30]=1)[CH3:28])[C:3]([NH:5][C@@H:6]([C:23]([CH3:24])([CH3:25])[CH3:26])[C:7]([N:9]([CH3:22])[C@@H:10]([CH:19]([CH3:20])[CH3:21])/[CH:11]=[C:12](\[CH3:18])/[C:13]([OH:15])=[O:14])=[O:8])=[O:4]. The yield is 1.00. (7) The reactants are [OH:1][CH:2]([CH2:16][O:17][C:18]1[CH:23]=[C:22]([N+:24]([O-:26])=[O:25])[CH:21]=[CH:20][C:19]=1[N:27]1[CH:31]=[N:30][C:29]([CH3:32])=[N:28]1)[CH2:3][CH2:4][N:5]1C(=O)C2C(=CC=CC=2)C1=O.NN. The catalyst is CCO. The product is [NH2:5][CH2:4][CH2:3][CH:2]([OH:1])[CH2:16][O:17][C:18]1[CH:23]=[C:22]([N+:24]([O-:26])=[O:25])[CH:21]=[CH:20][C:19]=1[N:27]1[CH:31]=[N:30][C:29]([CH3:32])=[N:28]1. The yield is 0.810.